From a dataset of Forward reaction prediction with 1.9M reactions from USPTO patents (1976-2016). Predict the product of the given reaction. (1) Given the reactants [C:1]([OH:12])(=[O:11])[C:2]1[CH:10]=[CH:9][C:5]([C:6]([OH:8])=[O:7])=[CH:4][CH:3]=1.[CH2:13]=O, predict the reaction product. The product is: [C:6]([C:5]1[CH:9]=[C:10]2[C:2](=[CH:3][CH:4]=1)[C:1](=[O:12])[O:11][CH2:13]2)([OH:8])=[O:7]. (2) Given the reactants Cl[CH2:2][C:3]1[N:4]=[C:5]([CH3:8])[S:6][CH:7]=1.[CH2:9]([NH:16][C:17]([C:19]1[S:23][C:22]([N:24]2[CH:29]=[CH:28][C:27]([OH:30])=[CH:26][C:25]2=[O:31])=[N:21][C:20]=1[CH3:32])=[O:18])[C:10]1[CH:15]=[CH:14][CH:13]=[CH:12][CH:11]=1, predict the reaction product. The product is: [CH2:9]([NH:16][C:17]([C:19]1[S:23][C:22]([N:24]2[CH:29]=[CH:28][C:27]([O:30][CH2:2][C:3]3[N:4]=[C:5]([CH3:8])[S:6][CH:7]=3)=[CH:26][C:25]2=[O:31])=[N:21][C:20]=1[CH3:32])=[O:18])[C:10]1[CH:15]=[CH:14][CH:13]=[CH:12][CH:11]=1. (3) Given the reactants [NH2:1][C:2]1[CH:3]=[C:4]([CH:27]=[CH:28][C:29]=1[O:30][CH2:31][C:32]1[CH:37]=[CH:36][CH:35]=[CH:34][CH:33]=1)[CH:5]([OH:26])[CH2:6][N:7]([CH2:19][C:20]1[CH:25]=[CH:24][CH:23]=[CH:22][CH:21]=1)[CH:8]([CH3:18])[CH2:9][C:10]1[CH:15]=[CH:14][C:13]([O:16][CH3:17])=[CH:12][CH:11]=1.C1C[O:41][CH2:40]C1.C(OC=O)(=O)C.N, predict the reaction product. The product is: [CH2:31]([O:30][C:29]1[CH:28]=[CH:27][C:4]([CH:5]([OH:26])[CH2:6][N:7]([CH2:19][C:20]2[CH:25]=[CH:24][CH:23]=[CH:22][CH:21]=2)[CH:8]([CH3:18])[CH2:9][C:10]2[CH:11]=[CH:12][C:13]([O:16][CH3:17])=[CH:14][CH:15]=2)=[CH:3][C:2]=1[NH:1][CH:40]=[O:41])[C:32]1[CH:33]=[CH:34][CH:35]=[CH:36][CH:37]=1. (4) Given the reactants [Cl:1][C:2]1[CH:10]=[CH:9][CH:8]=[C:7]2[C:3]=1[CH:4]=[N:5][NH:6]2.[O:11]1[CH:16]=[CH:15][CH2:14][CH2:13][CH2:12]1, predict the reaction product. The product is: [Cl:1][C:2]1[C:3]2[C:7]([CH:8]=[CH:9][CH:10]=1)=[N:6][N:5]([CH:12]1[CH2:13][CH2:14][CH2:15][CH2:16][O:11]1)[CH:4]=2. (5) The product is: [Br:1][C:2]1[CH:3]=[N:4][N:5]([CH2:7][C:8]2[CH:9]=[C:10]([CH:14]=[CH:15][CH:16]=2)[C:11]([NH2:18])=[O:12])[CH:6]=1. Given the reactants [Br:1][C:2]1[CH:3]=[N:4][N:5]([CH2:7][C:8]2[CH:9]=[C:10]([CH:14]=[CH:15][CH:16]=2)[C:11](O)=[O:12])[CH:6]=1.C[N:18]1CCOCC1.ClC(OCC(C)C)=O.[OH-].[NH4+], predict the reaction product. (6) Given the reactants [CH3:1][O:2][C:3]1[C:4]([NH2:9])=[CH:5][CH:6]=[CH:7][CH:8]=1.[H-].[Na+].F[C:13]1[CH:18]=[CH:17][CH:16]=[CH:15][C:14]=1[N+:19]([O-:21])=[O:20], predict the reaction product. The product is: [CH3:1][O:2][C:3]1[CH:8]=[CH:7][CH:6]=[CH:5][C:4]=1[NH:9][C:13]1[CH:18]=[CH:17][CH:16]=[CH:15][C:14]=1[N+:19]([O-:21])=[O:20]. (7) Given the reactants C([O:4][C@@H:5]1[C@H:9]([O:10]C(=O)C)[C@@H:8]([CH2:14][O:15]C(=O)C)[O:7][C@H:6]1[N:19]1[CH:26]=[C:25]([C:27]#[C:28][Si](C)(C)C)[C:23](=[O:24])[NH:22][C:20]1=[O:21])(=O)C.[Na], predict the reaction product. The product is: [C:27]([C:25]1[C:23](=[O:24])[NH:22][C:20](=[O:21])[N:19]([CH:26]=1)[C@@H:6]1[O:7][C@H:8]([CH2:14][OH:15])[C@@H:9]([OH:10])[C@H:5]1[OH:4])#[CH:28].